The task is: Predict which catalyst facilitates the given reaction.. This data is from Catalyst prediction with 721,799 reactions and 888 catalyst types from USPTO. (1) Reactant: Cl[CH2:2][C:3]1[CH:8]=[CH:7][N:6]=[C:5]([NH:9][C:10]2[S:11][C:12]([C:15]#[N:16])=[CH:13][N:14]=2)[CH:4]=1.Cl.[C:18]([N:22]1[CH2:27][CH2:26][NH:25][CH2:24][CH2:23]1)(=[O:21])[CH2:19][OH:20].C(N(C(C)C)CC)(C)C. Product: [OH:20][CH2:19][C:18]([N:22]1[CH2:27][CH2:26][N:25]([CH2:2][C:3]2[CH:8]=[CH:7][N:6]=[C:5]([NH:9][C:10]3[S:11][C:12]([C:15]#[N:16])=[CH:13][N:14]=3)[CH:4]=2)[CH2:24][CH2:23]1)=[O:21]. The catalyst class is: 58. (2) Product: [Cl:32][C:33]1[CH:38]=[C:37]([N:18]2[C:19]3[C:15](=[CH:14][C:13]([C:11]([N:8]4[CH2:7][CH2:6][N:5]([CH:1]5[CH2:2][CH2:3][CH2:4]5)[CH2:10][CH2:9]4)=[O:12])=[CH:21][CH:20]=3)[CH:16]=[C:17]2[C:22]([N:24]2[CH2:25][CH2:26][C:27]([F:30])([F:31])[CH2:28][CH2:29]2)=[O:23])[CH:36]=[CH:35][N:34]=1. Reactant: [CH:1]1([N:5]2[CH2:10][CH2:9][N:8]([C:11]([C:13]3[CH:14]=[C:15]4[C:19](=[CH:20][CH:21]=3)[NH:18][C:17]([C:22]([N:24]3[CH2:29][CH2:28][C:27]([F:31])([F:30])[CH2:26][CH2:25]3)=[O:23])=[CH:16]4)=[O:12])[CH2:7][CH2:6]2)[CH2:4][CH2:3][CH2:2]1.[Cl:32][C:33]1[CH:38]=[C:37](B(O)O)[CH:36]=[CH:35][N:34]=1.N1C=CC=CC=1. The catalyst class is: 221. (3) Reactant: C[O:2][C:3](=[O:12])[C:4]1[CH:9]=[CH:8][C:7]([Cl:10])=[C:6]([NH2:11])[CH:5]=1.[OH-].[Li+]. Product: [NH2:11][C:6]1[CH:5]=[C:4]([CH:9]=[CH:8][C:7]=1[Cl:10])[C:3]([OH:12])=[O:2]. The catalyst class is: 30. (4) Reactant: [CH3:1][O:2][C:3]1[CH:8]=[CH:7][C:6]([C@H:9]([NH:11][C@H:12]2[C:21]3[N:20]=[CH:19][CH:18]=[CH:17][C:16]=3[CH2:15][CH2:14][C@H:13]2[CH2:22][CH2:23][CH2:24]O)[CH3:10])=[CH:5][CH:4]=1.C(N(CC)C(C)C)(C)C.CS(Cl)(=O)=O. Product: [CH3:1][O:2][C:3]1[CH:4]=[CH:5][C:6]([C@H:9]([N:11]2[C@@H:12]3[C@@H:13]([CH2:14][CH2:15][C:16]4[C:21]3=[N:20][CH:19]=[CH:18][CH:17]=4)[CH2:22][CH2:23][CH2:24]2)[CH3:10])=[CH:7][CH:8]=1. The catalyst class is: 119. (5) Reactant: [Cl:1][C:2]1[CH:7]=[C:6]([S:8][C:9]([F:12])([F:11])[F:10])[CH:5]=[C:4]([Cl:13])[C:3]=1[NH:14][C:15]1[C:24]2[CH:25]=[CH:26][N:27]=[C:28]([O:29]C)[C:23]=2[C:22]2[C:17](=[CH:18][CH:19]=[N:20][CH:21]=2)[N:16]=1.ClC1C=C(SC(F)(F)F)C=C(Cl)C=1NC1C2C=CN=C(OCC)C=2C2C(=CC=NC=2)N=1.B(Br)(Br)Br. Product: [Cl:13][C:4]1[CH:5]=[C:6]([S:8][C:9]([F:10])([F:11])[F:12])[CH:7]=[C:2]([Cl:1])[C:3]=1[NH:14][C:15]1[C:24]2[CH:25]=[CH:26][NH:27][C:28](=[O:29])[C:23]=2[C:22]2[C:17](=[CH:18][CH:19]=[N:20][CH:21]=2)[N:16]=1. The catalyst class is: 22.